Dataset: CYP3A4 inhibition data for predicting drug metabolism from PubChem BioAssay. Task: Regression/Classification. Given a drug SMILES string, predict its absorption, distribution, metabolism, or excretion properties. Task type varies by dataset: regression for continuous measurements (e.g., permeability, clearance, half-life) or binary classification for categorical outcomes (e.g., BBB penetration, CYP inhibition). Dataset: cyp3a4_veith. (1) The compound is CCOC(=O)N1CCN(C(=O)C(C)SCc2ccccc2)CC1. The result is 0 (non-inhibitor). (2) The molecule is O=C(NNC(=O)C1CCCCC1)c1cnccn1. The result is 0 (non-inhibitor). (3) The compound is CC(=O)N1CCC2(CCCN(c3ccncc3)C2)CC1. The result is 0 (non-inhibitor). (4) The drug is CCC[C@@H]1C[C@@]1(CCC)C(NC(=O)c1ccco1)c1ccc(Cl)cc1. The result is 1 (inhibitor). (5) The result is 1 (inhibitor). The drug is Cc1ccc(CNC(=O)C2CCCN2C(=O)NCc2ccccc2)cc1.